The task is: Predict the product of the given reaction.. This data is from Forward reaction prediction with 1.9M reactions from USPTO patents (1976-2016). Given the reactants Br.[CH3:2][C:3]([CH3:46])([CH3:45])[CH2:4][C:5]([NH:7][C:8]1[CH:9]=[C:10]2[C:14](=[CH:15][CH:16]=1)[N:13]([CH2:17][C:18]1[CH:23]=[CH:22][CH:21]=[CH:20][C:19]=1[F:24])[C:12]([C:25]([NH:27][C:28]1[N:33]=[CH:32][C:31]([NH:34]C(=O)OCC3C=CC=CC=3)=[CH:30][CH:29]=1)=[O:26])=[CH:11]2)=[O:6], predict the reaction product. The product is: [NH2:34][C:31]1[CH:30]=[CH:29][C:28]([NH:27][C:25]([C:12]2[N:13]([CH2:17][C:18]3[CH:23]=[CH:22][CH:21]=[CH:20][C:19]=3[F:24])[C:14]3[C:10]([CH:11]=2)=[CH:9][C:8]([NH:7][C:5](=[O:6])[CH2:4][C:3]([CH3:46])([CH3:45])[CH3:2])=[CH:16][CH:15]=3)=[O:26])=[N:33][CH:32]=1.